From a dataset of Full USPTO retrosynthesis dataset with 1.9M reactions from patents (1976-2016). Predict the reactants needed to synthesize the given product. (1) The reactants are: [CH2:1]([N:8]1[CH2:13][CH2:12][C:11]([NH:20][C:21](=O)OC)([C:14]2[CH:19]=[CH:18][N:17]=[CH:16][CH:15]=2)[CH2:10][CH2:9]1)[C:2]1[CH:7]=[CH:6][CH:5]=[CH:4][CH:3]=1.[H-].[Al+3].[Li+].[H-].[H-].[H-].S([O-])([O-])(=O)=O.[Na+].[Na+]. Given the product [CH2:1]([N:8]1[CH2:9][CH2:10][C:11]([C:14]2[CH:19]=[CH:18][N:17]=[CH:16][CH:15]=2)([NH:20][CH3:21])[CH2:12][CH2:13]1)[C:2]1[CH:7]=[CH:6][CH:5]=[CH:4][CH:3]=1, predict the reactants needed to synthesize it. (2) The reactants are: Cl[C:2]1[N:3]=[CH:4][C:5]2[N:11]([CH3:12])[C:10](=[O:13])[C:9]([F:15])([F:14])[CH2:8][N:7]([CH:16]([CH3:18])[CH3:17])[C:6]=2[N:19]=1.[NH2:20][C:21]1[CH:29]=[CH:28][C:24]([C:25]([OH:27])=[O:26])=[CH:23][C:22]=1[O:30][CH3:31]. Given the product [F:14][C:9]1([F:15])[CH2:8][N:7]([CH:16]([CH3:18])[CH3:17])[C:6]2[N:19]=[C:2]([NH:20][C:21]3[CH:29]=[CH:28][C:24]([C:25]([OH:27])=[O:26])=[CH:23][C:22]=3[O:30][CH3:31])[N:3]=[CH:4][C:5]=2[N:11]([CH3:12])[C:10]1=[O:13], predict the reactants needed to synthesize it.